From a dataset of Forward reaction prediction with 1.9M reactions from USPTO patents (1976-2016). Predict the product of the given reaction. (1) Given the reactants [OH:1][CH:2]1[CH2:9][CH:8]2[CH:4]([CH2:5][C:6](=[O:10])[CH2:7]2)[CH2:3]1.[C:11](OC(=O)C)(=[O:13])[CH3:12], predict the reaction product. The product is: [C:11]([O:10][CH:6]1[CH2:7][CH:8]2[CH:4]([CH2:3][C:2](=[O:1])[CH2:9]2)[CH2:5]1)(=[O:13])[CH3:12]. (2) Given the reactants [C:1]([O:5][C:6](=[O:22])[CH2:7][C@@H:8](CO)[NH:9]C(OCC1C=CC=CC=1)=O)([CH3:4])([CH3:3])[CH3:2].C(N(CC)CC)C.CS(Cl)(=O)=O.O, predict the reaction product. The product is: [C:1]([O:5][C:6](=[O:22])[CH2:7][CH2:8][NH2:9])([CH3:4])([CH3:3])[CH3:2]. (3) Given the reactants [C:1]1(=[O:7])O[C:4](=[O:5])[CH:3]=[CH:2]1.[Cl:8][C:9]1[C:15]([Cl:16])=[CH:14][CH:13]=[CH:12][C:10]=1[NH2:11], predict the reaction product. The product is: [Cl:8][C:9]1[C:15]([Cl:16])=[CH:14][CH:13]=[CH:12][C:10]=1[N:11]1[C:4](=[O:5])[CH:3]=[CH:2][C:1]1=[O:7]. (4) Given the reactants [Cl:1][C:2]1[CH:7]=[CH:6][CH:5]=[CH:4][C:3]=1[C:8]1[C:9]([C:21]([NH2:23])=[O:22])=[CH:10][N:11]([C:13]2[C:18]([Cl:19])=[CH:17][N:16]=[C:15](Cl)[CH:14]=2)[CH:12]=1.[C:24]([NH2:27])(=[O:26])[CH3:25].CC1(C)C2C(=C(P(C3C=CC=CC=3)C3C=CC=CC=3)C=CC=2)OC2C(P(C3C=CC=CC=3)C3C=CC=CC=3)=CC=CC1=2.C(=O)([O-])[O-].[Cs+].[Cs+], predict the reaction product. The product is: [C:24]([NH:27][C:15]1[CH:14]=[C:13]([N:11]2[CH:12]=[C:8]([C:3]3[CH:4]=[CH:5][CH:6]=[CH:7][C:2]=3[Cl:1])[C:9]([C:21]([NH2:23])=[O:22])=[CH:10]2)[C:18]([Cl:19])=[CH:17][N:16]=1)(=[O:26])[CH3:25].[NH2:27][C:15]1[CH:14]=[C:13]([N:11]2[CH:12]=[C:8]([C:3]3[CH:4]=[CH:5][CH:6]=[CH:7][C:2]=3[Cl:1])[C:9]([C:21]([NH2:23])=[O:22])=[CH:10]2)[C:18]([Cl:19])=[CH:17][N:16]=1. (5) Given the reactants [C:1]([C:3]1[CH:8]=[CH:7][N:6]=[CH:5][CH:4]=1)#[N:2].[F:9][C:10]1[CH:16]=[CH:15][C:13]([NH2:14])=[CH:12][CH:11]=1, predict the reaction product. The product is: [F:9][C:10]1[CH:16]=[CH:15][C:13]([NH:14][C:1]([C:3]2[CH:8]=[CH:7][N:6]=[CH:5][CH:4]=2)=[NH:2])=[CH:12][CH:11]=1. (6) Given the reactants [CH3:1][C:2]1([CH3:25])[O:6][CH:5]([CH2:7][O:8][C:9]2[CH:14]=[CH:13][C:12](B3OC(C)(C)C(C)(C)O3)=[C:11]([CH3:24])[CH:10]=2)[CH2:4][O:3]1.Br[C:27]1[C:28]2[CH:35]=[C:34]([CH:36]=[O:37])[CH:33]=[CH:32][C:29]=2[S:30][CH:31]=1.C([O-])([O-])=O.[Cs+].[Cs+], predict the reaction product. The product is: [CH3:25][C:2]1([CH3:1])[O:6][CH:5]([CH2:7][O:8][C:9]2[CH:14]=[CH:13][C:12]([C:27]3[C:28]4[CH:35]=[C:34]([CH:36]=[O:37])[CH:33]=[CH:32][C:29]=4[S:30][CH:31]=3)=[C:11]([CH3:24])[CH:10]=2)[CH2:4][O:3]1. (7) Given the reactants C[O:2][C:3]1[CH:8]=[CH:7][CH:6]=[CH:5][C:4]=1[C:9]1[N:10]([CH2:24][CH2:25][C:26]2[CH:31]=[CH:30][CH:29]=[CH:28][CH:27]=2)[C:11](=[O:23])[C:12]2[C:18]([C:19]([F:22])([F:21])[F:20])=[N:17][CH:16]=[CH:15][C:13]=2[N:14]=1.B(Cl)(Cl)Cl, predict the reaction product. The product is: [OH:2][C:3]1[CH:8]=[CH:7][CH:6]=[CH:5][C:4]=1[C:9]1[N:10]([CH2:24][CH2:25][C:26]2[CH:27]=[CH:28][CH:29]=[CH:30][CH:31]=2)[C:11](=[O:23])[C:12]2[C:18]([C:19]([F:22])([F:21])[F:20])=[N:17][CH:16]=[CH:15][C:13]=2[N:14]=1. (8) Given the reactants [CH:1]1([N:5]2[CH2:11][CH2:10][C:9]3[S:12][C:13]([CH:15]4[CH2:20][CH2:19][NH:18][CH2:17][CH2:16]4)=[N:14][C:8]=3[CH2:7][CH2:6]2)[CH2:4][CH2:3][CH2:2]1.[CH3:21][C:22]1[O:26][N:25]=[C:24]([C:27](O)=[O:28])[CH:23]=1, predict the reaction product. The product is: [CH:1]1([N:5]2[CH2:11][CH2:10][C:9]3[S:12][C:13]([CH:15]4[CH2:20][CH2:19][N:18]([C:27]([C:24]5[CH:23]=[C:22]([CH3:21])[O:26][N:25]=5)=[O:28])[CH2:17][CH2:16]4)=[N:14][C:8]=3[CH2:7][CH2:6]2)[CH2:2][CH2:3][CH2:4]1. (9) Given the reactants [H-].[H-].[H-].[H-].[Li+].[Al+3].[N:7]([CH2:10][C:11]([C:13]1[CH:18]=[CH:17][C:16]([O:19][CH2:20][C:21]2[CH:26]=[CH:25][CH:24]=[CH:23][CH:22]=2)=[CH:15][CH:14]=1)=[O:12])=[N+]=[N-].O.[OH-].[Na+], predict the reaction product. The product is: [NH2:7][CH2:10][CH:11]([C:13]1[CH:18]=[CH:17][C:16]([O:19][CH2:20][C:21]2[CH:26]=[CH:25][CH:24]=[CH:23][CH:22]=2)=[CH:15][CH:14]=1)[OH:12].